Predict the reaction yield, written as a fraction of the theoretical maximum amount of product (1.0 means a 100% yield; for example, 0.34 means a 34% yield). From a dataset of Reaction yield outcomes from USPTO patents with 853,638 reactions. (1) The reactants are [N:1]([C:4]1[CH:5]=[C:6]([CH:27]=[CH:28][C:29]=1[CH3:30])[C:7]([NH:9][C:10]1[CH:15]=[C:14]([C:16]([CH3:19])([CH3:18])[CH3:17])[CH:13]=[C:12]([NH:20][S:21]([CH3:24])(=[O:23])=[O:22])[C:11]=1[O:25][CH3:26])=[O:8])=[N+:2]=[N-:3].[OH-].[Na+].O=[C:34]1O[C@H]([C@H](CO)O)C([O-])=[C:35]1O.[Na+].[NH2:46][C:47]1[CH:52]=[C:51](C#C)[CH:50]=[CH:49][N:48]=1. The catalyst is CCO.O.CC(O)=O.[O-]S([O-])(=O)=O.[Cu+2]. The product is [NH2:46][C:47]1[N:48]=[CH:49][C:50]([C:34]2[N:3]=[N:2][N:1]([C:4]3[CH:5]=[C:6]([CH:27]=[CH:28][C:29]=3[CH3:30])[C:7]([NH:9][C:10]3[CH:15]=[C:14]([C:16]([CH3:18])([CH3:19])[CH3:17])[CH:13]=[C:12]([NH:20][S:21]([CH3:24])(=[O:22])=[O:23])[C:11]=3[O:25][CH3:26])=[O:8])[CH:35]=2)=[CH:51][CH:52]=1. The yield is 0.810. (2) The reactants are C([Li])CCC.C(NC(C)C)(C)C.[C:13]([O:17][CH2:18][CH3:19])(=[O:16])[C:14]#[CH:15].[O:20]=[C:21]1[CH2:24][N:23]([C:25]([O:27][C:28]([CH3:31])([CH3:30])[CH3:29])=[O:26])[CH2:22]1. The catalyst is C1COCC1. The product is [CH2:18]([O:17][C:13]([C:14]#[C:15][C:21]1([OH:20])[CH2:22][N:23]([C:25]([O:27][C:28]([CH3:30])([CH3:29])[CH3:31])=[O:26])[CH2:24]1)=[O:16])[CH3:19]. The yield is 0.640.